From a dataset of Full USPTO retrosynthesis dataset with 1.9M reactions from patents (1976-2016). Predict the reactants needed to synthesize the given product. (1) Given the product [F:1][C:2]1[CH:7]=[CH:6][C:5]([CH2:8][CH2:9][N:10]([CH2:22][C:23]2[CH:32]=[CH:31][C:26]([CH2:27][OH:28])=[CH:25][CH:24]=2)[C:11]2[S:12][CH:13]=[C:14]([CH:16]([CH3:18])[CH3:17])[N:15]=2)=[CH:4][CH:3]=1, predict the reactants needed to synthesize it. The reactants are: [F:1][C:2]1[CH:7]=[CH:6][C:5]([CH2:8][CH2:9][NH:10][C:11]2[S:12][CH:13]=[C:14]([CH:16]([CH3:18])[CH3:17])[N:15]=2)=[CH:4][CH:3]=1.[H-].[Na+].Br[CH2:22][C:23]1[CH:32]=[CH:31][C:26]([C:27](OC)=[O:28])=[CH:25][CH:24]=1.Cl.[H-].[Al+3].[Li+].[H-].[H-].[H-].O.O.O.O.O.O.O.O.O.O.[O-]S([O-])(=O)=O.[Na+].[Na+]. (2) Given the product [Si:1]([O:18][CH:19]([CH2:25][CH2:26][C:27]1[CH:32]=[CH:31][C:30]([O:33][CH3:34])=[C:29]([O:35][CH3:36])[C:28]=1[O:37][CH3:38])[CH2:20][C:21]([OH:23])=[O:22])([C:14]([CH3:16])([CH3:17])[CH3:15])([C:2]1[CH:7]=[CH:6][CH:5]=[CH:4][CH:3]=1)[C:8]1[CH:13]=[CH:12][CH:11]=[CH:10][CH:9]=1, predict the reactants needed to synthesize it. The reactants are: [Si:1]([O:18][CH:19]([CH2:25][CH2:26][C:27]1[CH:32]=[CH:31][C:30]([O:33][CH3:34])=[C:29]([O:35][CH3:36])[C:28]=1[O:37][CH3:38])[CH2:20][C:21]([O:23]C)=[O:22])([C:14]([CH3:17])([CH3:16])[CH3:15])([C:8]1[CH:13]=[CH:12][CH:11]=[CH:10][CH:9]=1)[C:2]1[CH:7]=[CH:6][CH:5]=[CH:4][CH:3]=1.[OH-].[Na+]. (3) Given the product [CH:42]([O:44][CH2:45][CH2:46][O:47][NH:48][C:17]([C:10]1[C:9]([NH:8][C:5]2[CH:6]=[CH:7][C:2]([Br:1])=[CH:3][C:4]=2[F:20])=[CH:14][C:13](=[O:15])[N:12]([CH3:16])[CH:11]=1)=[O:19])=[CH2:43], predict the reactants needed to synthesize it. The reactants are: [Br:1][C:2]1[CH:7]=[CH:6][C:5]([NH:8][C:9]2[C:10]([C:17]([OH:19])=O)=[CH:11][N:12]([CH3:16])[C:13](=[O:15])[CH:14]=2)=[C:4]([F:20])[CH:3]=1.CCN=C=NCCCN(C)C.C1C=CC2N(O)N=NC=2C=1.[CH:42]([O:44][CH2:45][CH2:46][O:47][NH2:48])=[CH2:43].CCN(CC)CC. (4) Given the product [F:5][C:6]1[CH:11]=[CH:10][C:9]([CH2:12][C:13](=[O:14])[CH:1]=[CH2:2])=[CH:8][CH:7]=1, predict the reactants needed to synthesize it. The reactants are: [CH:1]([Mg]Br)=[CH2:2].[F:5][C:6]1[CH:11]=[CH:10][C:9]([CH2:12][C:13](N(OC)C)=[O:14])=[CH:8][CH:7]=1.